Task: Predict the reactants needed to synthesize the given product.. Dataset: Full USPTO retrosynthesis dataset with 1.9M reactions from patents (1976-2016) (1) Given the product [C:1]([NH:5][C:6]([C:8]1[C:16]2[C:11](=[N:12][CH:13]=[C:14]([C:17]3[N:18]=[CH:19][CH:20]=[C:21]4[CH:25]=[CH:24][NH:23][C:22]=34)[N:15]=2)[NH:10][CH:9]=1)=[O:7])([CH3:4])([CH3:2])[CH3:3], predict the reactants needed to synthesize it. The reactants are: [C:1]([NH:5][C:6]([C:8]1[C:16]2[C:11](=[N:12][CH:13]=[C:14]([C:17]3[N:18]=[CH:19][CH:20]=[C:21]4[CH:25]=[CH:24][N:23](COCC[Si](C)(C)C)[C:22]=34)[N:15]=2)[N:10](COCC[Si](C)(C)C)[CH:9]=1)=[O:7])([CH3:4])([CH3:3])[CH3:2].FC(F)(F)C(O)=O. (2) Given the product [N:8]1[C:9]2[C:5]([CH:4]=[CH:3][C:2](=[O:43])[CH:10]=2)=[CH:6][CH:7]=1, predict the reactants needed to synthesize it. The reactants are: F[C:2]1[CH:3]=[C:4]2C(=O)NCC[C:6]3=[C:7](C4C=CC(C=O)=CC=4)[NH:8][C:9]([CH:10]=1)=[C:5]23.C1(C2NC3C=CC=C4C(=[O:43])NCCC=2C=34)C=CC=CC=1.BrC1N(F)C2C=C(F)C=C3C(=O)NCCC=1C=23.C(C1C=CC(B(O)O)=CC=1)=O.N1CCCC1. (3) The reactants are: Cl[C:2]1[CH:12]=[C:6]2[N:7]([CH3:11])[CH2:8][CH2:9][CH2:10][N:5]2[C:4](=[O:13])[N:3]=1.[F:14][C:15]1[CH:16]=[C:17]([CH:28]=[CH:29][C:30]=1[F:31])[O:18][C:19]1[CH:24]=[CH:23][C:22]([CH2:25][OH:26])=[CH:21][C:20]=1[F:27]. Given the product [F:14][C:15]1[CH:16]=[C:17]([CH:28]=[CH:29][C:30]=1[F:31])[O:18][C:19]1[CH:24]=[CH:23][C:22]([CH2:25][O:26][C:2]2[CH:12]=[C:6]3[N:7]([CH3:11])[CH2:8][CH2:9][CH2:10][N:5]3[C:4](=[O:13])[N:3]=2)=[CH:21][C:20]=1[F:27], predict the reactants needed to synthesize it. (4) Given the product [CH2:20]=[CH:21][CH2:22][CH2:23][CH:24]([NH2:34])[CH2:25][CH2:26][CH:27]=[CH2:28], predict the reactants needed to synthesize it. The reactants are: C1(P(C2C=CC=CC=2)C2C=CC=CC=2)C=CC=CC=1.[CH2:20]=[CH:21][CH2:22][CH2:23][CH:24](O)[CH2:25][CH2:26][CH:27]=[CH2:28].C1(=O)[NH:34]C(=O)C2=CC=CC=C12.N(C(OCC)=O)=NC(OCC)=O.O.NN. (5) Given the product [Cl:23][C:21]1[CH:20]=[N:19][C:8]2=[N:9][C:10]([N:11]3[CH2:17][CH2:16][CH2:15][N:14]([CH3:18])[CH2:13][CH2:12]3)=[C:5]([NH:2][NH2:3])[N:6]=[C:7]2[CH:22]=1, predict the reactants needed to synthesize it. The reactants are: O.[NH2:2][NH2:3].Cl[C:5]1[N:6]=[C:7]2[CH:22]=[C:21]([Cl:23])[CH:20]=[N:19][C:8]2=[N:9][C:10]=1[N:11]1[CH2:17][CH2:16][CH2:15][N:14]([CH3:18])[CH2:13][CH2:12]1.CCO. (6) Given the product [CH2:13]([NH:20][CH2:2][CH2:1][C:3]1[N:8]=[CH:7][CH:6]=[CH:5][N:4]=1)[C:14]1[CH:19]=[CH:18][CH:17]=[CH:16][CH:15]=1, predict the reactants needed to synthesize it. The reactants are: [CH:1]([C:3]1[N:8]=[CH:7][CH:6]=[CH:5][N:4]=1)=[CH2:2].CC(O)=O.[CH2:13]([NH2:20])[C:14]1[CH:19]=[CH:18][CH:17]=[CH:16][CH:15]=1. (7) Given the product [Br:9][C:10]1[CH:11]=[N:12][CH:13]=[C:14]([CH:15]2[CH2:2][O:16]2)[CH:17]=1, predict the reactants needed to synthesize it. The reactants are: [I-].[CH3:2][S+](C)(C)=O.[H-].[Na+].[Br:9][C:10]1[CH:11]=[N:12][CH:13]=[C:14]([CH:17]=1)[CH:15]=[O:16]. (8) Given the product [NH2:11][CH2:10][CH2:9][CH2:8][N:3]1[CH2:4][CH2:5][S:1][C:2]1=[O:6], predict the reactants needed to synthesize it. The reactants are: [S:1]1[CH2:5][CH2:4][NH:3][C:2]1=[O:6].C1(=O)[N:11](NCCCBr)[C:10](=O)[C:9]2=CC=CC=[C:8]12.C(=O)([O-])[O-].[K+].[K+].C1OCCOCCOCCOCCOCCOC1.[BH4-].[Na+].